Dataset: Catalyst prediction with 721,799 reactions and 888 catalyst types from USPTO. Task: Predict which catalyst facilitates the given reaction. (1) Reactant: [CH:1]([N:5]1[CH2:10][CH2:9][N:8](C(OC(C)(C)C)=O)[C@@H:7]([C:18]([N:20]2[CH2:25][CH2:24][N:23]([C:26]([NH:28][C:29]3[CH:34]=[CH:33][C:32]([Cl:35])=[C:31]([Cl:36])[CH:30]=3)=[O:27])[CH2:22][CH2:21]2)=[O:19])[CH2:6]1)([CH2:3][CH3:4])[CH3:2].FC(F)(F)C(O)=O. Product: [CH:1]([N:5]1[CH2:10][CH2:9][NH:8][C@@H:7]([C:18]([N:20]2[CH2:25][CH2:24][N:23]([C:26]([NH:28][C:29]3[CH:34]=[CH:33][C:32]([Cl:35])=[C:31]([Cl:36])[CH:30]=3)=[O:27])[CH2:22][CH2:21]2)=[O:19])[CH2:6]1)([CH2:3][CH3:4])[CH3:2]. The catalyst class is: 4. (2) Reactant: [CH3:1][O:2][C:3](=[O:23])/[C:4](/[NH:12][C:13]([O:15][CH2:16][C:17]1[CH:22]=[CH:21][CH:20]=[CH:19][CH:18]=1)=[O:14])=[CH:5]/[CH2:6][C:7]([CH3:11])([CH3:10])[CH:8]=[CH2:9]. Product: [CH3:1][O:2][C:3](=[O:23])[C@@H:4]([NH:12][C:13]([O:15][CH2:16][C:17]1[CH:18]=[CH:19][CH:20]=[CH:21][CH:22]=1)=[O:14])[CH2:5][CH2:6][C:7]([CH3:10])([CH3:11])[CH2:8][CH3:9]. The catalyst class is: 5. (3) Reactant: [Cl:1][C:2]1[CH:3]=[C:4]2[C:8](=[CH:9][CH:10]=1)[NH:7][C:6]([C:11]([NH:13][C@@H:14]1[CH2:19][CH2:18][C@H:17]([C:20]([O:22]C)=[O:21])[CH2:16][C@@H:15]1[NH:24][C:25]([C:27]1[S:28][C:29]3[CH2:30][N:31]([CH3:36])[CH2:32][CH2:33][C:34]=3[N:35]=1)=[O:26])=[O:12])=[CH:5]2.[OH-].[Li+].Cl. Product: [ClH:1].[C:20]([C@H:17]1[CH2:18][CH2:19][C@@H:14]([NH:13][C:11]([C:6]2[NH:7][C:8]3[C:4]([CH:5]=2)=[CH:3][C:2]([Cl:1])=[CH:10][CH:9]=3)=[O:12])[C@@H:15]([NH:24][C:25]([C:27]2[S:28][C:29]3[CH2:30][N:31]([CH3:36])[CH2:32][CH2:33][C:34]=3[N:35]=2)=[O:26])[CH2:16]1)([OH:22])=[O:21]. The catalyst class is: 30. (4) Reactant: C(N(C(C)C)CC)(C)C.C(Cl)CCl.C1C=NC2N(O)N=NC=2C=1.[Br:24][C:25]1[CH:26]=[C:27]([C:32]([OH:34])=O)[NH:28][C:29]=1[CH2:30][CH3:31].Cl.[NH2:36][CH:37]1[CH2:42][CH2:41][N:40]([C:43]2[CH:44]=[C:45]([CH:49]=[C:50]([Cl:52])[N:51]=2)[C:46]([NH2:48])=[O:47])[CH2:39][CH2:38]1. Product: [Br:24][C:25]1[CH:26]=[C:27]([C:32]([NH:36][CH:37]2[CH2:38][CH2:39][N:40]([C:43]3[CH:44]=[C:45]([CH:49]=[C:50]([Cl:52])[N:51]=3)[C:46]([NH2:48])=[O:47])[CH2:41][CH2:42]2)=[O:34])[NH:28][C:29]=1[CH2:30][CH3:31]. The catalyst class is: 3.